From a dataset of Peptide-MHC class I binding affinity with 185,985 pairs from IEDB/IMGT. Regression. Given a peptide amino acid sequence and an MHC pseudo amino acid sequence, predict their binding affinity value. This is MHC class I binding data. The binding affinity (normalized) is 0.276. The MHC is H-2-Kb with pseudo-sequence H-2-Kb. The peptide sequence is YQFKSVEFDM.